Dataset: Reaction yield outcomes from USPTO patents with 853,638 reactions. Task: Predict the reaction yield, written as a fraction of the theoretical maximum amount of product (1.0 means a 100% yield; for example, 0.34 means a 34% yield). (1) The reactants are [OH-].[Na+].[Br:3][C:4]1[CH:12]=[C:11]([F:13])[CH:10]=[C:9]2[C:5]=1[CH:6]=[CH:7][NH:8]2.[C:14]1([S:20](Cl)(=[O:22])=[O:21])[CH:19]=[CH:18][CH:17]=[CH:16][CH:15]=1. The catalyst is S([O-])(O)(=O)=O.C([N+](CCCC)(CCCC)CCCC)CCC.C(Cl)Cl. The product is [Br:3][C:4]1[CH:12]=[C:11]([F:13])[CH:10]=[C:9]2[C:5]=1[CH:6]=[CH:7][N:8]2[S:20]([C:14]1[CH:19]=[CH:18][CH:17]=[CH:16][CH:15]=1)(=[O:22])=[O:21]. The yield is 1.00. (2) The reactants are Br[C:2]1[CH:3]=[C:4]([C:8]2([C:18]3[CH:23]=[CH:22][N:21]=[C:20]([CH:24]([CH3:26])[CH3:25])[CH:19]=3)[C:16]3[C:11](=[CH:12][CH:13]=[CH:14][CH:15]=3)[C:10]([NH2:17])=[N:9]2)[CH:5]=[CH:6][CH:7]=1.[F:27][C:28]1[C:33](B(O)O)=[CH:32][CH:31]=[CH:30][N:29]=1. No catalyst specified. The product is [F:27][C:28]1[C:33]([C:2]2[CH:3]=[C:4]([C:8]3([C:18]4[CH:23]=[CH:22][N:21]=[C:20]([CH:24]([CH3:26])[CH3:25])[CH:19]=4)[C:16]4[C:11](=[CH:12][CH:13]=[CH:14][CH:15]=4)[C:10]([NH2:17])=[N:9]3)[CH:5]=[CH:6][CH:7]=2)=[CH:32][CH:31]=[CH:30][N:29]=1. The yield is 0.420. (3) The reactants are [C:1]12[C:7](=[CH:8][CH:9]=[CH:10][CH:11]=1)[NH:6]C(=O)[O:4][C:2]2=O.[NH2:13][C:14]1[CH:19]=[CH:18][C:17]([NH:20][S:21]([CH:24]([CH3:26])[CH3:25])(=[O:23])=[O:22])=[CH:16][CH:15]=1. The catalyst is CN(C=O)C. The product is [NH2:6][C:7]1[CH:8]=[CH:9][CH:10]=[CH:11][C:1]=1[C:2]([NH:13][C:14]1[CH:19]=[CH:18][C:17]([NH:20][S:21]([CH:24]([CH3:26])[CH3:25])(=[O:23])=[O:22])=[CH:16][CH:15]=1)=[O:4]. The yield is 0.230. (4) The reactants are C(OC([NH:11][N:12]([C:19](=[O:28])[C:20]1[CH:25]=[C:24]([CH3:26])[CH:23]=[C:22]([CH3:27])[CH:21]=1)[C:13]([CH3:18])([CH3:17])[CH2:14][O:15][CH3:16])=O)C1C=CC=CC=1.COC.C(Cl)Cl.[SiH](CC)(CC)CC.CCN(CC)CC. The catalyst is C([O-])(=O)C.[Pd+2].C([O-])(=O)C.CCCCCC.C(OCC)(=O)C. The product is [CH3:16][O:15][CH2:14][C:13]([N:12]([C:19](=[O:28])[C:20]1[CH:21]=[C:22]([CH3:27])[CH:23]=[C:24]([CH3:26])[CH:25]=1)[NH2:11])([CH3:18])[CH3:17]. The yield is 0.800. (5) The reactants are [CH3:1][NH:2][CH2:3][C:4]1[CH:5]=[C:6]2[C:10](=[CH:11][CH:12]=1)[N:9]([CH3:13])[CH:8]=[CH:7]2.Cl.[O:15]=[C:16]1[NH:25][C:24]2[N:23]=[CH:22][C:21](/[CH:26]=[CH:27]/[C:28](O)=[O:29])=[CH:20][C:19]=2[CH2:18][CH2:17]1. No catalyst specified. The product is [CH3:1][N:2]([CH2:3][C:4]1[CH:5]=[C:6]2[C:10](=[CH:11][CH:12]=1)[N:9]([CH3:13])[CH:8]=[CH:7]2)[C:28](=[O:29])[CH:27]=[CH:26][C:21]1[CH:22]=[N:23][C:24]2[NH:25][C:16](=[O:15])[CH2:17][CH2:18][C:19]=2[CH:20]=1. The yield is 0.650. (6) The reactants are [CH3:1][O:2][C:3]([C:5]1[CH:13]=[C:12]2[C:8]([C:9]([C:16]([NH2:18])=[O:17])=[CH:10][N:11]2[CH2:14][CH3:15])=[CH:7][CH:6]=1)=[O:4].CO[CH:21](OC)[CH2:22]Br. The catalyst is COCCOCCOC. The product is [CH2:14]([N:11]1[C:12]2[C:8](=[CH:7][CH:6]=[C:5]([C:3]([O:2][CH3:1])=[O:4])[CH:13]=2)[C:9]([C:16]2[O:17][CH:21]=[CH:22][N:18]=2)=[CH:10]1)[CH3:15]. The yield is 0.460. (7) The reactants are C(Cl)CCl.C1C=CC2N(O)N=NC=2C=1.C(N(CC)CC)C.[N+:22]([C:25]1[C:26]([C:30]([OH:32])=O)=[N:27][NH:28][CH:29]=1)([O-:24])=[O:23].Cl.Cl.[CH3:35][O:36][C:37]1[CH:38]=[C:39]([NH2:46])[C:40]([NH2:45])=[CH:41][C:42]=1[O:43][CH3:44]. The catalyst is CN(C=O)C. The product is [NH2:45][C:40]1[CH:41]=[C:42]([O:43][CH3:44])[C:37]([O:36][CH3:35])=[CH:38][C:39]=1[NH:46][C:30]([C:26]1[C:25]([N+:22]([O-:24])=[O:23])=[CH:29][NH:28][N:27]=1)=[O:32]. The yield is 0.360. (8) The yield is 0.860. The reactants are [OH:1][CH:2]([CH2:9][CH3:10])[CH:3]([N+:6]([O-:8])=[O:7])[CH2:4][CH3:5].[C:11](OC(=O)C)(=[O:13])[CH3:12]. The product is [C:11]([O:1][CH:2]([CH2:9][CH3:10])[CH:3]([N+:6]([O-:8])=[O:7])[CH2:4][CH3:5])(=[O:13])[CH3:12]. The catalyst is S(=O)(=O)(O)O.C(Cl)(Cl)Cl.